Dataset: Catalyst prediction with 721,799 reactions and 888 catalyst types from USPTO. Task: Predict which catalyst facilitates the given reaction. (1) Reactant: [Br:1][C:2]1[C:3](=[O:19])[NH:4][C:5]([CH3:18])=[CH:6][C:7]=1[O:8][CH2:9][C:10]1[CH:15]=[CH:14][C:13]([F:16])=[CH:12][C:11]=1[F:17].[H-].[Na+].Cl[CH2:23][C:24]1[S:25][CH:26]=[CH:27][CH:28]=1.C(#N)C.O. Product: [Br:1][C:2]1[C:3](=[O:19])[N:4]([CH2:23][C:24]2[S:25][CH:26]=[CH:27][CH:28]=2)[C:5]([CH3:18])=[CH:6][C:7]=1[O:8][CH2:9][C:10]1[CH:15]=[CH:14][C:13]([F:16])=[CH:12][C:11]=1[F:17]. The catalyst class is: 375. (2) Reactant: [F:1][C:2]1[CH:10]=[C:9]2[C:5]([CH2:6][CH2:7][N:8]2[CH:11]2[CH2:16][CH2:15][NH:14][CH2:13][CH2:12]2)=[CH:4][CH:3]=1.Cl[C:18]1[N:23]=[N:22][C:21]([N:24]2[CH:28]=[C:27]([CH2:29][OH:30])[N:26]=[CH:25]2)=[CH:20][CH:19]=1.CCN(C(C)C)C(C)C.O. Product: [F:1][C:2]1[CH:10]=[C:9]2[C:5]([CH2:6][CH2:7][N:8]2[CH:11]2[CH2:16][CH2:15][N:14]([C:18]3[N:23]=[N:22][C:21]([N:24]4[CH:28]=[C:27]([CH2:29][OH:30])[N:26]=[CH:25]4)=[CH:20][CH:19]=3)[CH2:13][CH2:12]2)=[CH:4][CH:3]=1. The catalyst class is: 16. (3) Reactant: C(OC([CH2:8][NH:9][C:10]1[CH:15]=[CH:14][N:13]=[C:12]([C:16]2[CH:21]=[CH:20][C:19]([CH2:22][CH2:23][C:24]([O:26][CH2:27][CH3:28])=[O:25])=[CH:18][CH:17]=2)[CH:11]=1)=O)(C)(C)C.FC(F)(F)C(O)=O.C(=O)([O-])O.[Na+]. Product: [CH3:8][NH:9][C:10]1[CH:15]=[CH:14][N:13]=[C:12]([C:16]2[CH:17]=[CH:18][C:19]([CH2:22][CH2:23][C:24]([O:26][CH2:27][CH3:28])=[O:25])=[CH:20][CH:21]=2)[CH:11]=1. The catalyst class is: 4.